This data is from Catalyst prediction with 721,799 reactions and 888 catalyst types from USPTO. The task is: Predict which catalyst facilitates the given reaction. (1) Reactant: C1(C2[CH:12]=[CH:11][C:10](/[C:13](=[CH:30]/[C:31](=O)[C:32]3[CH:37]=[CH:36][C:35]([O:38][C:39]([F:42])([F:41])[F:40])=[CH:34][CH:33]=3)/[C:14]([C:16]3[CH:29]=[CH:28][C:19]([C:20]([NH:22][CH2:23][CH2:24][C:25]([OH:27])=[O:26])=[O:21])=[CH:18][CH:17]=3)=O)=[CH:9][CH:8]=2)CCCCC1.O.[NH2:45][NH2:46].[C:47]1([CH3:53])[CH:52]=[CH:51][CH:50]=[CH:49][CH:48]=1. Product: [CH:47]1([C:53]2[CH:12]=[CH:11][C:10]([C:13]3[CH:30]=[C:31]([C:32]4[CH:33]=[CH:34][C:35]([O:38][C:39]([F:40])([F:41])[F:42])=[CH:36][CH:37]=4)[N:46]=[N:45][C:14]=3[C:16]3[CH:17]=[CH:18][C:19]([C:20]([NH:22][CH2:23][CH2:24][C:25]([OH:27])=[O:26])=[O:21])=[CH:28][CH:29]=3)=[CH:9][CH:8]=2)[CH2:52][CH2:51][CH2:50][CH2:49][CH2:48]1. The catalyst class is: 8. (2) Reactant: P(Cl)(Cl)(Cl)=O.[CH2:6]([C:8]1[NH:13][CH:12]=[N:11][C:10](=O)[C:9]=1[F:15])[CH3:7].C(N(CC)CC)C.[ClH:23]. Product: [Cl:23][C:10]1[C:9]([F:15])=[C:8]([CH2:6][CH3:7])[N:13]=[CH:12][N:11]=1. The catalyst class is: 2. (3) Reactant: [NH:1]1[C:9]2[C:4](=[CH:5][CH:6]=[CH:7][CH:8]=2)[CH2:3][C:2]1=[O:10].[CH3:11][O:12][CH2:13][CH2:14]O. Product: [CH3:11][O:12][CH2:13][CH2:14][CH:3]1[C:4]2[C:9](=[CH:8][CH:7]=[CH:6][CH:5]=2)[NH:1][C:2]1=[O:10]. The catalyst class is: 814. (4) Reactant: C1(C2[O:12][CH2:11][CH:10]([O:13][C:14]([NH:16][C:17]3[CH:27]=[CH:26][C:20]([C:21]([O:23][CH2:24][CH3:25])=[O:22])=[CH:19][CH:18]=3)=[O:15])[CH2:9][O:8]2)C=CC=CC=1. Product: [OH:8][CH2:9][CH:10]([O:13][C:14]([NH:16][C:17]1[CH:27]=[CH:26][C:20]([C:21]([O:23][CH2:24][CH3:25])=[O:22])=[CH:19][CH:18]=1)=[O:15])[CH2:11][OH:12]. The catalyst class is: 29. (5) Product: [F:1][C:2]1[CH:7]=[CH:6][CH:5]=[CH:4][C:3]=1[N:8]1[CH2:13][CH2:12][N:11]([CH2:6][C:5]2[O:26][C:24]3[C:25](=[N:8][CH:3]=[CH:2][CH:7]=3)[CH:4]=2)[CH2:10][CH2:9]1. The catalyst class is: 576. Reactant: [F:1][C:2]1[CH:7]=[CH:6][CH:5]=[CH:4][C:3]=1[N:8]1[CH2:13][CH2:12][NH:11][CH2:10][CH2:9]1.C(O[BH-](O[C:24](=[O:26])[CH3:25])OC(=O)C)(=O)C.[Na+]. (6) Reactant: [CH3:1][O:2][C:3]1[CH:8]=[CH:7][C:6]([CH:9]2[CH2:11][CH:10]2[C:12]([OH:14])=O)=[CH:5][CH:4]=1.C1C=CC2N(O)N=NC=2C=1.CCN=C=NCCCN(C)C.[NH2:36][C@H:37]([C:40]1[CH:45]=[CH:44][CH:43]=[CH:42][CH:41]=1)[CH2:38][OH:39]. Product: [OH:39][CH2:38][C@H:37]([NH:36][C:12]([C@@H:10]1[CH2:11][C@H:9]1[C:6]1[CH:5]=[CH:4][C:3]([O:2][CH3:1])=[CH:8][CH:7]=1)=[O:14])[C:40]1[CH:45]=[CH:44][CH:43]=[CH:42][CH:41]=1. The catalyst class is: 9.